Task: Predict the product of the given reaction.. Dataset: Forward reaction prediction with 1.9M reactions from USPTO patents (1976-2016) (1) Given the reactants [H-].[Na+].C[O:4][C:5]1[N:6]=[C:7]2[C:12](=[CH:13][CH:14]=1)[N:11]=[CH:10][CH:9]=[C:8]2[OH:15].Cl[Si:17]([CH2:20]Cl)([CH3:19])[CH3:18], predict the reaction product. The product is: [CH3:18][Si:17]1([CH3:20])[CH2:19][N:6]2[C:7]3[C:8](=[CH:9][CH:10]=[N:11][C:12]=3[CH:13]=[CH:14][C:5]2=[O:4])[O:15]1. (2) Given the reactants [Cl:1][C:2]1[CH:7]=[CH:6][C:5]([NH:8][C:9]([NH:11]O)=[O:10])=[CH:4][C:3]=1[C:13]([F:16])([F:15])[F:14].C(N(CC)CC)C.N[C:25]1[CH:41]=[CH:40][C:28]([O:29][C:30]2[CH:35]=[CH:34][N:33]=[C:32]([C:36]([NH:38][CH3:39])=[O:37])[CH:31]=2)=[CH:27][CH:26]=1, predict the reaction product. The product is: [CH3:39][NH:38][C:36]([C:32]1[CH:31]=[C:30]([O:29][C:28]2[CH:27]=[CH:26][C:25]([NH:11][C:9]([NH:8][C:5]3[CH:6]=[CH:7][C:2]([Cl:1])=[C:3]([C:13]([F:16])([F:15])[F:14])[CH:4]=3)=[O:10])=[CH:41][CH:40]=2)[CH:35]=[CH:34][N:33]=1)=[O:37]. (3) Given the reactants [SnH](CCCC)(CCCC)[CH2:2][CH2:3][CH2:4]C.CC(N=NC(C#N)(C)C)(C#N)C.[NH:26]1[C:34]2[C:29](=[CH:30][CH:31]=[CH:32][CH:33]=2)[CH2:28][CH2:27]1, predict the reaction product. The product is: [CH:3]([N:26]1[C:34]2[C:29](=[CH:30][CH:31]=[CH:32][CH:33]=2)[CH2:28][CH2:27]1)([CH3:4])[CH3:2]. (4) Given the reactants [OH:1][C:2]1([C:26]2[CH:31]=[CH:30][CH:29]=[CH:28][CH:27]=2)[CH2:7][CH2:6][N:5]([C:8]([C@@:10]2([CH:23]([CH3:25])[CH3:24])[CH2:14][CH2:13][C@@H:12]([NH:15]C(=O)OC(C)(C)C)[CH2:11]2)=[O:9])[CH2:4][CH2:3]1, predict the reaction product. The product is: [NH2:15][C@@H:12]1[CH2:13][CH2:14][C@@:10]([C:8]([N:5]2[CH2:4][CH2:3][C:2]([C:26]3[CH:31]=[CH:30][CH:29]=[CH:28][CH:27]=3)([OH:1])[CH2:7][CH2:6]2)=[O:9])([CH:23]([CH3:24])[CH3:25])[CH2:11]1. (5) The product is: [F:1][C:2]1[CH:7]=[C:6]([I:8])[CH:5]=[CH:4][C:3]=1[NH:9][C:10]1[C:11]([NH:21][S:22]([C:25]2([CH2:28][OH:29])[CH2:27][CH2:26]2)(=[O:24])=[O:23])=[C:12]2[O:20][CH2:19][CH2:18][N:13]2[C:14](=[O:17])[C:15]=1[CH3:16]. Given the reactants [F:1][C:2]1[CH:7]=[C:6]([I:8])[CH:5]=[CH:4][C:3]=1[NH:9][C:10]1[C:11]([NH:21][S:22]([C:25]2([CH2:28][O:29]CC3C=CC=CC=3)[CH2:27][CH2:26]2)(=[O:24])=[O:23])=[C:12]2[O:20][CH2:19][CH2:18][N:13]2[C:14](=[O:17])[C:15]=1[CH3:16].B(F)(F)F.CCOCC.C(S)C, predict the reaction product. (6) Given the reactants [C:1]([O:5][C:6]([N:8]1[C:16]2[C:11](=[C:12]([CH3:17])[CH:13]=[CH:14][CH:15]=2)[CH:10]=[C:9]1[C:18]([O:20][CH3:21])=[O:19])=[O:7])([CH3:4])([CH3:3])[CH3:2].C1C(=O)N([Br:29])C(=O)C1, predict the reaction product. The product is: [Br:29][CH2:17][C:12]1[CH:13]=[CH:14][CH:15]=[C:16]2[C:11]=1[CH:10]=[C:9]([C:18]([O:20][CH3:21])=[O:19])[N:8]2[C:6]([O:5][C:1]([CH3:4])([CH3:3])[CH3:2])=[O:7]. (7) Given the reactants [F:1][C:2]1[CH:3]=[C:4]2[C:9](=[CH:10][CH:11]=1)[N:8]=[C:7]([C:12]1[CH:17]=[CH:16][CH:15]=[CH:14][CH:13]=1)[C:6]([CH3:18])=[C:5]2[C:19](O)=[O:20].C(Cl)(=O)C(Cl)=O.[CH:28]1([C@@H:34]([NH2:36])[CH3:35])[CH2:33][CH2:32][CH2:31][CH2:30][CH2:29]1.C([O-])([O-])=O.[K+].[K+], predict the reaction product. The product is: [CH:28]1([C@@H:34]([NH:36][C:19]([C:5]2[C:4]3[C:9](=[CH:10][CH:11]=[C:2]([F:1])[CH:3]=3)[N:8]=[C:7]([C:12]3[CH:17]=[CH:16][CH:15]=[CH:14][CH:13]=3)[C:6]=2[CH3:18])=[O:20])[CH3:35])[CH2:33][CH2:32][CH2:31][CH2:30][CH2:29]1.